Task: Predict the product of the given reaction.. Dataset: Forward reaction prediction with 1.9M reactions from USPTO patents (1976-2016) (1) Given the reactants [CH3:1][N:2]1[C:6]([CH3:7])=[CH:5][C:4]([C:8]([OH:10])=O)=[N:3]1.Cl.[NH2:12][CH2:13][C:14]1[CH:25]=[CH:24][C:23]([C:26]#[N:27])=[CH:22][C:15]=1[O:16][CH2:17][C:18]([NH:20][CH3:21])=[O:19], predict the reaction product. The product is: [C:26]([C:23]1[CH:24]=[CH:25][C:14]([CH2:13][NH:12][C:8]([C:4]2[CH:5]=[C:6]([CH3:7])[N:2]([CH3:1])[N:3]=2)=[O:10])=[C:15]([O:16][CH2:17][C:18](=[O:19])[NH:20][CH3:21])[CH:22]=1)#[N:27]. (2) The product is: [CH:67]1([CH:57]2[N:58]([CH2:59][C:60]3[CH:65]=[CH:64][C:63]([F:66])=[CH:62][CH:61]=3)[C:19](=[O:21])[C:18]([C:12]3[NH:11][C:10]4[S:9][CH:8]=[C:7]([CH2:6][NH:5][S:2]([CH3:1])(=[O:3])=[O:4])[C:15]=4[S:14](=[O:16])(=[O:17])[N:13]=3)=[C:55]([OH:54])[CH2:56]2)[CH2:71][CH2:70][CH2:69][CH2:68]1. Given the reactants [CH3:1][S:2]([NH:5][CH2:6][C:7]1[C:15]2[S:14](=[O:17])(=[O:16])[N:13]=[C:12]([CH2:18][C:19]([OH:21])=O)[NH:11][C:10]=2[S:9][CH:8]=1)(=[O:4])=[O:3].F[P-](F)(F)(F)(F)F.N1(OC(N(C)C)=[N+](C)C)C2N=CC=CC=2N=N1.CN1CCOCC1.C[O:54][C:55](=O)[CH2:56][CH:57]([CH:67]1[CH2:71][CH2:70][CH2:69][CH2:68]1)[NH:58][CH2:59][C:60]1[CH:65]=[CH:64][C:63]([F:66])=[CH:62][CH:61]=1.[O-]CC.[Na+].C(O)C, predict the reaction product. (3) Given the reactants [CH3:1][C:2]1[CH:10]=[CH:9][C:8]([CH3:11])=[CH:7][C:3]=1[C:4]([OH:6])=[O:5].Cl.O1CCOC[CH2:14]1, predict the reaction product. The product is: [CH3:1][C:2]1[CH:10]=[CH:9][C:8]([CH3:11])=[CH:7][C:3]=1[C:4]([O:6][CH3:14])=[O:5]. (4) The product is: [NH2:1][C:2]1[CH:3]=[CH:4][C:5]([CH2:6][N:7]2[CH2:11][CH2:10][C@@H:9]([NH:12][C:13]3[N:18]=[C:17]([C:19]4[C:27]5[C:22](=[CH:23][CH:24]=[CH:25][CH:26]=5)[NH:21][CH:20]=4)[C:16]([Cl:37])=[CH:15][N:14]=3)[CH2:8]2)=[CH:38][CH:39]=1. Given the reactants [NH2:1][C:2]1[CH:39]=[CH:38][C:5]([CH2:6][N:7]2[CH2:11][CH2:10][C@@H:9]([NH:12][C:13]3[N:18]=[C:17]([C:19]4[C:27]5[C:22](=[CH:23][CH:24]=[CH:25][CH:26]=5)[N:21](S(C5C=CC=CC=5)(=O)=O)[CH:20]=4)[C:16]([Cl:37])=[CH:15][N:14]=3)[CH2:8]2)=[CH:4][CH:3]=1.C([O-])([O-])=O.[K+].[K+], predict the reaction product. (5) Given the reactants ClC1C=C(C=CC=1Cl)O[CH:6]1[CH2:11][CH2:10][N:9]([S:12]([C:15]2[C:16]([CH3:22])=[N:17][N:18]([CH3:21])[C:19]=2[CH3:20])(=[O:14])=[O:13])[CH2:8][CH2:7]1.CN1C(C)=C(S(Cl)(=O)=O)C(C)=N1.[Cl:39][C:40]1[CH:41]=[C:42]([NH:47]C2CCNCC2)[CH:43]=[CH:44][C:45]=1[Cl:46], predict the reaction product. The product is: [Cl:39][C:40]1[CH:41]=[C:42]([NH:47][CH:6]2[CH2:7][CH2:8][N:9]([S:12]([C:15]3[C:16]([CH3:22])=[N:17][N:18]([CH3:21])[C:19]=3[CH3:20])(=[O:13])=[O:14])[CH2:10][CH2:11]2)[CH:43]=[CH:44][C:45]=1[Cl:46]. (6) Given the reactants [CH3:1][S:2][C:3]1[CH:4]=[C:5]([C:9]2[N:10]=[C:11]([N:19]3[CH2:24][CH2:23][CH:22]([C:25]([OH:27])=[O:26])[CH2:21][CH2:20]3)[CH:12]=[C:13]3[C:18]=2[N:17]=[CH:16][CH:15]=[CH:14]3)[CH:6]=[CH:7][CH:8]=1.[OH:28]O, predict the reaction product. The product is: [CH3:1][S:2]([C:3]1[CH:4]=[C:5]([C:9]2[N:10]=[C:11]([N:19]3[CH2:20][CH2:21][CH:22]([C:25]([OH:27])=[O:26])[CH2:23][CH2:24]3)[CH:12]=[C:13]3[C:18]=2[N:17]=[CH:16][CH:15]=[CH:14]3)[CH:6]=[CH:7][CH:8]=1)=[O:28].